This data is from Full USPTO retrosynthesis dataset with 1.9M reactions from patents (1976-2016). The task is: Predict the reactants needed to synthesize the given product. (1) Given the product [CH3:41][C:40]1([CH3:42])[C:36]([CH3:35])([CH3:53])[O:37][B:38]([C:43]2[CH:44]=[C:45]([CH2:49][C:50]([N:1]3[CH2:6][CH2:5][CH:4]([C:7]4[CH:8]=[C:9]([CH:22]=[CH:23][CH:24]=4)[CH2:10][NH:11][C:12](=[O:21])[O:13][CH2:14][C:15]4[CH:20]=[CH:19][CH:18]=[CH:17][CH:16]=4)[CH2:3][CH2:2]3)=[O:51])[CH:46]=[CH:47][CH:48]=2)[O:39]1, predict the reactants needed to synthesize it. The reactants are: [NH:1]1[CH2:6][CH2:5][CH:4]([C:7]2[CH:8]=[C:9]([CH:22]=[CH:23][CH:24]=2)[CH2:10][NH:11][C:12](=[O:21])[O:13][CH2:14][C:15]2[CH:20]=[CH:19][CH:18]=[CH:17][CH:16]=2)[CH2:3][CH2:2]1.C1C=CC2N(O)N=NC=2C=1.[CH3:35][C:36]1([CH3:53])[C:40]([CH3:42])([CH3:41])[O:39][B:38]([C:43]2[CH:44]=[C:45]([CH2:49][C:50](O)=[O:51])[CH:46]=[CH:47][CH:48]=2)[O:37]1.CCN(C(C)C)C(C)C. (2) Given the product [CH3:14][C:3]1[CH:4]=[CH:5][C:6]([CH2:9][C:10]([OH:12])=[O:11])=[N:7][CH:8]=1, predict the reactants needed to synthesize it. The reactants are: CO[C:3]1[CH:4]=[CH:5][C:6]([CH2:9][C:10]([OH:12])=[O:11])=[N:7][CH:8]=1.Br[C:14]1C=CC(OC)=CN=1.